This data is from Reaction yield outcomes from USPTO patents with 853,638 reactions. The task is: Predict the reaction yield, written as a fraction of the theoretical maximum amount of product (1.0 means a 100% yield; for example, 0.34 means a 34% yield). (1) The reactants are [Cl:1][C:2]1[N:7]=[CH:6][NH:5][C:4]2=[N:8][CH:9]=[CH:10][C:3]=12.[B-](F)(F)(F)[F:12].[B-](F)(F)(F)F.C1[N+]2(CCl)CC[N+](F)(CC2)C1.CC(O)=O. The catalyst is C(C#N)(C)=O. The product is [Cl:1][C:2]1[C:3]2[C:10]([F:12])=[CH:9][NH:8][C:4]=2[N:5]=[CH:6][N:7]=1. The yield is 0.360. (2) The reactants are [CH2:1]([O:5][C:6]1[CH:11]=[CH:10][C:9]([N:12]=[C:13]=[O:14])=[CH:8][CH:7]=1)[CH2:2][CH2:3][CH3:4].[CH3:15][NH:16][C:17]1[CH:18]=[C:19]([C:23]2[CH:28]=[CH:27][C:26]([CH2:29][CH2:30][C:31]([O:33][CH2:34][CH3:35])=[O:32])=[CH:25][CH:24]=2)[CH:20]=[CH:21][CH:22]=1. No catalyst specified. The product is [CH2:1]([O:5][C:6]1[CH:11]=[CH:10][C:9]([NH:12][C:13](=[O:14])[N:16]([C:17]2[CH:18]=[C:19]([C:23]3[CH:28]=[CH:27][C:26]([CH2:29][CH2:30][C:31]([O:33][CH2:34][CH3:35])=[O:32])=[CH:25][CH:24]=3)[CH:20]=[CH:21][CH:22]=2)[CH3:15])=[CH:8][CH:7]=1)[CH2:2][CH2:3][CH3:4]. The yield is 0.970. (3) The catalyst is C1(C)C=CC=CC=1.O.CC([O-])=O.CC([O-])=O.[Pd+2]. The yield is 0.690. The product is [CH:29]1([C:2]2[CH:3]=[CH:4][C:5]3[N:6]([CH:8]=[C:9]([C:11]([N:13]4[CH2:18][CH2:17][CH:16]([C:19]5[CH:24]=[CH:23][CH:22]=[CH:21][C:20]=5[C:25]([F:27])([F:26])[F:28])[CH2:15][CH2:14]4)=[O:12])[N:10]=3)[N:7]=2)[CH2:31][CH2:30]1. The reactants are Cl[C:2]1[CH:3]=[CH:4][C:5]2[N:6]([CH:8]=[C:9]([C:11]([N:13]3[CH2:18][CH2:17][CH:16]([C:19]4[CH:24]=[CH:23][CH:22]=[CH:21][C:20]=4[C:25]([F:28])([F:27])[F:26])[CH2:15][CH2:14]3)=[O:12])[N:10]=2)[N:7]=1.[CH:29]1([B-](F)(F)F)[CH2:31][CH2:30]1.[K+].C12(P(C34CC5CC(CC(C5)C3)C4)CCCC)CC3CC(CC(C3)C1)C2.C([O-])([O-])=O.[Cs+].[Cs+].